This data is from Forward reaction prediction with 1.9M reactions from USPTO patents (1976-2016). The task is: Predict the product of the given reaction. (1) The product is: [Cl:6][C:7]1[CH:8]=[C:9]([NH:10][C:11]2[C:16]([C:17]#[C:18][C:19]3[CH:20]=[CH:21][CH:22]=[C:23]([CH2:25][O:26][CH3:39])[N:24]=3)=[CH:15][N:14]=[CH:13][N:12]=2)[CH:27]=[CH:28][C:29]=1[O:30][CH2:31][C:32]1[CH:37]=[CH:36][CH:35]=[C:34]([F:38])[CH:33]=1. Given the reactants CS(Cl)(=O)=O.[Cl:6][C:7]1[CH:8]=[C:9]([CH:27]=[CH:28][C:29]=1[O:30][CH2:31][C:32]1[CH:37]=[CH:36][CH:35]=[C:34]([F:38])[CH:33]=1)[NH:10][C:11]1[C:16]([C:17]#[C:18][C:19]2[N:24]=[C:23]([CH2:25][OH:26])[CH:22]=[CH:21][CH:20]=2)=[CH:15][N:14]=[CH:13][N:12]=1.[CH3:39][O-].[Na+].O, predict the reaction product. (2) Given the reactants [OH:1][C:2]([C:49]1[S:50][CH:51]=[CH:52][CH:53]=1)([C:44]1[S:45][CH:46]=[CH:47][CH:48]=1)[C:3]([O:5][C@H:6]1[CH2:11][CH2:10][C@H:9]([N:12]([CH2:14][CH2:15][CH2:16][N:17]2[C:21]3[CH:22]=[CH:23][C:24]([CH2:26][NH:27][CH2:28][C@H:29]([OH:42])[C:30]4[CH:39]=[CH:38][C:37]([OH:40])=[C:36]5[C:31]=4[CH:32]=[CH:33][C:34](=[O:41])[NH:35]5)=[CH:25][C:20]=3[S:19][C:18]2=[O:43])[CH3:13])[CH2:8][CH2:7]1)=[O:4].[C:54]([OH:61])(=[O:60])/[CH:55]=[CH:56]/[C:57]([OH:59])=[O:58], predict the reaction product. The product is: [C:54]([OH:61])(=[O:60])/[CH:55]=[CH:56]/[C:57]([OH:59])=[O:58].[OH:1][C:2]([C:44]1[S:45][CH:46]=[CH:47][CH:48]=1)([C:49]1[S:50][CH:51]=[CH:52][CH:53]=1)[C:3]([O:5][C@H:6]1[CH2:11][CH2:10][C@H:9]([N:12]([CH2:14][CH2:15][CH2:16][N:17]2[C:21]3[CH:22]=[CH:23][C:24]([CH2:26][NH:27][CH2:28][C@H:29]([OH:42])[C:30]4[CH:39]=[CH:38][C:37]([OH:40])=[C:36]5[C:31]=4[CH:32]=[CH:33][C:34](=[O:41])[NH:35]5)=[CH:25][C:20]=3[S:19][C:18]2=[O:43])[CH3:13])[CH2:8][CH2:7]1)=[O:4]. (3) Given the reactants C([O:5][C:6](=O)[NH:7][CH2:8][CH2:9][CH2:10][NH:11][C:12]([C:14]1[N:15]=[CH:16][C:17]2[C:18](=[O:32])[N:19]([CH2:25][C:26]3[CH:31]=[CH:30][CH:29]=[CH:28][CH:27]=3)[CH:20]=[CH:21][C:22]=2[C:23]=1[OH:24])=[O:13])(C)(C)C.F[C:35](F)(F)C(O)=O.C(N(CC)CC)C.C(OC(=O)C)(=O)C.C[O-].[Na+].Cl, predict the reaction product. The product is: [C:6]([NH:7][CH2:8][CH2:9][CH2:10][NH:11][C:12]([C:14]1[N:15]=[CH:16][C:17]2[C:18](=[O:32])[N:19]([CH2:25][C:26]3[CH:31]=[CH:30][CH:29]=[CH:28][CH:27]=3)[CH:20]=[CH:21][C:22]=2[C:23]=1[OH:24])=[O:13])(=[O:5])[CH3:35]. (4) Given the reactants Cl.[F:2][C:3]1[CH:8]=[CH:7][C:6]([NH:9][C:10]2[CH:15]=[CH:14][N:13]=[C:12]([NH:16][C:17]3[CH:22]=[CH:21][C:20]([S:23](Cl)(=[O:25])=[O:24])=[CH:19][CH:18]=3)[N:11]=2)=[CH:5][CH:4]=1.[CH3:27][N:28]1[CH2:33][CH2:32][CH:31](CCCN)[CH2:30][CH2:29]1, predict the reaction product. The product is: [F:2][C:3]1[CH:8]=[CH:7][C:6]([NH:9][C:10]2[CH:15]=[CH:14][N:13]=[C:12]([NH:16][C:17]3[CH:22]=[CH:21][C:20]([S:23]([N:9]([CH2:6][CH2:5][CH3:4])[CH:31]4[CH2:30][CH2:29][N:28]([CH3:27])[CH2:33][CH2:32]4)(=[O:25])=[O:24])=[CH:19][CH:18]=3)[N:11]=2)=[CH:5][CH:4]=1. (5) The product is: [CH2:1]([O:3][C:4](=[O:12])[C:5]([CH:7]1[CH2:11][CH2:10][O:9][CH:8]1[O:16][CH2:14][CH3:15])=[O:6])[CH3:2]. Given the reactants [CH2:1]([O:3][C:4](=[O:12])[C:5]([C:7]1[CH2:11][CH2:10][O:9][CH:8]=1)=[O:6])[CH3:2].C.[CH2:14]([OH:16])[CH3:15], predict the reaction product. (6) Given the reactants [CH3:1][N:2]1[C:7](=[O:8])[CH:6]=[CH:5][C:4]([C:9](=[O:28])[CH2:10][CH:11]([C:19]2[CH:27]=[CH:26][C:22]([C:23](O)=[O:24])=[CH:21][CH:20]=2)[C:12]2[CH:17]=[CH:16][CH:15]=[CH:14][C:13]=2[CH3:18])=[CH:3]1.Cl.[CH2:30]([O:32][C:33](=[O:37])[CH2:34][CH2:35][NH2:36])[CH3:31].CN([P+](ON1N=NC2C=CC=CC1=2)(N(C)C)N(C)C)C.F[P-](F)(F)(F)(F)F, predict the reaction product. The product is: [CH2:30]([O:32][C:33](=[O:37])[CH2:34][CH2:35][NH:36][C:23](=[O:24])[C:22]1[CH:26]=[CH:27][C:19]([CH:11]([C:12]2[CH:17]=[CH:16][CH:15]=[CH:14][C:13]=2[CH3:18])[CH2:10][C:9]([C:4]2[CH:5]=[CH:6][C:7](=[O:8])[N:2]([CH3:1])[CH:3]=2)=[O:28])=[CH:20][CH:21]=1)[CH3:31].